Task: Regression. Given a peptide amino acid sequence and an MHC pseudo amino acid sequence, predict their binding affinity value. This is MHC class I binding data.. Dataset: Peptide-MHC class I binding affinity with 185,985 pairs from IEDB/IMGT (1) The peptide sequence is DLMSMSDGEF. The MHC is HLA-A26:01 with pseudo-sequence HLA-A26:01. The binding affinity (normalized) is 0.398. (2) The peptide sequence is LSDAIFDDL. The MHC is HLA-A02:16 with pseudo-sequence HLA-A02:16. The binding affinity (normalized) is 0.0847.